The task is: Binary Classification. Given a drug SMILES string, predict its activity (active/inactive) in a high-throughput screening assay against a specified biological target.. This data is from Orexin1 receptor HTS with 218,158 compounds and 233 confirmed actives. (1) The compound is O1C(OCCCCO)CC(C=C1C(=O)N1CCN(CC1)Cc1cc2OCOc2cc1)C. The result is 0 (inactive). (2) The compound is o1c(nc2c1cccc2)c1nc2c(cc1)cccc2. The result is 1 (active). (3) The drug is o1c2c(cc(c1=O)C(=O)Nc1nocc1)cccc2. The result is 0 (inactive). (4) The molecule is Clc1c(S(=O)(=O)N2CCCC2)cc(cc1)C(OCC(=O)NC(C)C)=O. The result is 0 (inactive). (5) The compound is Clc1ccc(NC(=O)Nc2cc(F)ccc2)nc1. The result is 0 (inactive). (6) The molecule is O=C(Nc1n(ncc1)C1CCN(CC1)Cc1ccncc1)c1ccc(OC)cc1. The result is 0 (inactive).